Dataset: Full USPTO retrosynthesis dataset with 1.9M reactions from patents (1976-2016). Task: Predict the reactants needed to synthesize the given product. (1) Given the product [CH:1]1([CH2:4][O:5][C:6]2[CH:32]=[CH:31][C:9]3[N:10]=[C:11]([N:13]4[CH2:18][CH2:17][CH:16]([O:19][CH2:20][C@@H:21]([NH:23][C:24]([NH:35][CH2:33][CH3:34])=[O:30])[CH3:22])[CH2:15][CH2:14]4)[O:12][C:8]=3[CH:7]=2)[CH2:2][CH2:3]1, predict the reactants needed to synthesize it. The reactants are: [CH:1]1([CH2:4][O:5][C:6]2[CH:32]=[CH:31][C:9]3[N:10]=[C:11]([N:13]4[CH2:18][CH2:17][CH:16]([O:19][CH2:20][C@@H:21]([NH:23][C:24](=[O:30])OC(C)(C)C)[CH3:22])[CH2:15][CH2:14]4)[O:12][C:8]=3[CH:7]=2)[CH2:3][CH2:2]1.[CH2:33]([N:35]=C=O)[CH3:34]. (2) Given the product [F:43][C:40]1[CH:41]=[C:42]2[C:37](=[CH:38][CH:39]=1)[NH:36][CH:35]=[C:34]2[CH2:33][CH2:32][CH2:31][N:4]1[CH2:5][CH2:6][N:1]([C:7]2[CH:8]=[CH:9][C:10]([N:13]3[CH:18]=[CH:17][CH:16]=[CH:15][C:14]3=[O:19])=[CH:11][CH:12]=2)[CH2:2][CH2:3]1, predict the reactants needed to synthesize it. The reactants are: [N:1]1([C:7]2[CH:12]=[CH:11][C:10]([N:13]3[CH:18]=[CH:17][CH:16]=[CH:15][C:14]3=[O:19])=[CH:9][CH:8]=2)[CH2:6][CH2:5][NH:4][CH2:3][CH2:2]1.CC1C=CC(S(O[CH2:31][CH2:32][CH2:33][C:34]2[C:42]3[C:37](=[CH:38][CH:39]=[C:40]([F:43])[CH:41]=3)[NH:36][CH:35]=2)(=O)=O)=CC=1.C(=O)([O-])[O-].[K+].[K+].[I-].[K+].